Dataset: Reaction yield outcomes from USPTO patents with 853,638 reactions. Task: Predict the reaction yield, written as a fraction of the theoretical maximum amount of product (1.0 means a 100% yield; for example, 0.34 means a 34% yield). (1) The reactants are C(OC([N:8]1[CH2:13][CH2:12][CH2:11][C@H:10]([O:14][C:15]2[CH:20]=[C:19]([F:21])[CH:18]=[CH:17][C:16]=2[C:22]([N:24]2[CH2:38][C:27]3=[C:28]4[N:33]([N:34]=[C:26]3[CH2:25]2)[C:32]([CH3:35])=[C:31]([Cl:36])[C:30]([CH3:37])=[N:29]4)=[O:23])[CH2:9]1)=O)(C)(C)C.C(O)(C(F)(F)F)=O. The catalyst is C(Cl)Cl. The product is [Cl:36][C:31]1[C:30]([CH3:37])=[N:29][C:28]2[N:33]([N:34]=[C:26]3[CH2:25][N:24]([C:22]([C:16]4[CH:17]=[CH:18][C:19]([F:21])=[CH:20][C:15]=4[O:14][C@H:10]4[CH2:11][CH2:12][CH2:13][NH:8][CH2:9]4)=[O:23])[CH2:38][C:27]3=2)[C:32]=1[CH3:35]. The yield is 0.350. (2) The reactants are [F:1][C:2]1[CH:7]=[CH:6][C:5]([C:8]([C:10]([C:12]2[CH:17]=[CH:16][C:15]([F:18])=[CH:14][CH:13]=2)=O)=O)=[CH:4][CH:3]=1.[NH2:19][CH2:20][CH:21]([NH2:23])[CH3:22]. The catalyst is C(O)C. The product is [F:1][C:2]1[CH:7]=[CH:6][C:5]([C:8]2[C:10]([C:12]3[CH:17]=[CH:16][C:15]([F:18])=[CH:14][CH:13]=3)=[N:23][CH:21]([CH3:22])[CH2:20][N:19]=2)=[CH:4][CH:3]=1. The yield is 0.860. (3) The reactants are [CH3:1][C:2]([CH3:22])([CH3:21])[C:3]#[C:4][C:5]1[CH:10]=[C:9]([N+:11]([O-:13])=[O:12])[CH:8]=[C:7]([F:14])[C:6]=1[NH:15]C(=O)CCC.CC([O-])(C)C.[K+].O. The catalyst is CN(C=O)C. The product is [C:2]([C:3]1[NH:15][C:6]2[C:5]([CH:4]=1)=[CH:10][C:9]([N+:11]([O-:13])=[O:12])=[CH:8][C:7]=2[F:14])([CH3:22])([CH3:21])[CH3:1]. The yield is 0.810.